This data is from Reaction yield outcomes from USPTO patents with 853,638 reactions. The task is: Predict the reaction yield, written as a fraction of the theoretical maximum amount of product (1.0 means a 100% yield; for example, 0.34 means a 34% yield). (1) The reactants are [CH3:1][C:2]1[C:7]([OH:8])=[CH:6][CH:5]=[CH:4][N:3]=1.[H-].[Na+].Br[C:12]1[CH:13]=[C:14]([N+]([O-])=O)[C:15]([C:18]#[N:19])=[N:16][CH:17]=1.[N:23]1[CH:28]=[CH:27][CH:26]=[CH:25][C:24]=1[SH:29]. The catalyst is CN(C=O)C. The product is [CH3:1][C:2]1[C:7]([O:8][C:14]2[C:15]([C:18]#[N:19])=[N:16][CH:17]=[C:12]([S:29][C:24]3[CH:25]=[CH:26][CH:27]=[CH:28][N:23]=3)[CH:13]=2)=[CH:6][CH:5]=[CH:4][N:3]=1. The yield is 0.850. (2) The product is [N:24]1([C:22]([C@@H:18]2[CH2:19][CH2:20][CH2:21][N:16]([C:13]3[N:12]=[C:11]4[N:29]=[C:8]([C:6]5[N:7]=[C:2]([C:30]6([C:33]#[N:34])[CH2:32][CH2:31]6)[CH:3]=[CH:4][CH:5]=5)[NH:9][C:10]4=[CH:15][CH:14]=3)[CH2:17]2)=[O:23])[CH2:28][CH2:27][CH2:26][CH2:25]1. The catalyst is C1(C)C=CC=CC=1.C1COCC1. The yield is 0.0700. The reactants are Br[C:2]1[N:7]=[C:6]([C:8]2[NH:9][C:10]3[C:11]([N:29]=2)=[N:12][C:13]([N:16]2[CH2:21][CH2:20][CH2:19][C@@H:18]([C:22]([N:24]4[CH2:28][CH2:27][CH2:26][CH2:25]4)=[O:23])[CH2:17]2)=[CH:14][CH:15]=3)[CH:5]=[CH:4][CH:3]=1.[CH:30]1([C:33]#[N:34])[CH2:32][CH2:31]1.C[Si]([N-][Si](C)(C)C)(C)C.[Na+]. (3) The reactants are [CH:1]1([NH:5][C:6]([C:8]2[C:9]3[C:10]4([C:30]5[C:21](=[CH:22][C:23]6[O:28][CH2:27][CH2:26][O:25][C:24]=6[CH:29]=5)[O:20][CH2:19]4)[C:11](=[O:18])[N:12]([CH3:17])[C:13]=3[CH:14]=[CH:15][CH:16]=2)=[O:7])CCC1.Cl[CH2:32]Cl.C(OCC)C. No catalyst specified. The product is [CH3:32][N:5]([CH3:1])[C:6]([C:8]1[C:9]2[C:10]3([C:30]4[C:21](=[CH:22][C:23]5[O:28][CH2:27][CH2:26][O:25][C:24]=5[CH:29]=4)[O:20][CH2:19]3)[C:11](=[O:18])[N:12]([CH3:17])[C:13]=2[CH:14]=[CH:15][CH:16]=1)=[O:7]. The yield is 0.370. (4) The reactants are [O:1]=[C:2]1[C:14]2[NH:13][C:12]3[C:7](=[CH:8][C:9]([C:15]#[N:16])=[CH:10][CH:11]=3)[C:6]=2[CH2:5][CH2:4][CH2:3]1.[OH-].[K+].[S:19](Cl)([C:22]1[CH:28]=[CH:27][C:25]([CH3:26])=[CH:24][CH:23]=1)(=[O:21])=[O:20]. The catalyst is C1COCC1.O. The product is [O:1]=[C:2]1[C:14]2[N:13]([S:19]([C:22]3[CH:28]=[CH:27][C:25]([CH3:26])=[CH:24][CH:23]=3)(=[O:21])=[O:20])[C:12]3[C:7](=[CH:8][C:9]([C:15]#[N:16])=[CH:10][CH:11]=3)[C:6]=2[CH2:5][CH2:4][CH2:3]1. The yield is 0.650.